This data is from Forward reaction prediction with 1.9M reactions from USPTO patents (1976-2016). The task is: Predict the product of the given reaction. (1) Given the reactants CS(O[C@H:6]([C:26]1[CH:31]=[C:30]([N+:32]([O-:34])=[O:33])[C:29]([Cl:35])=[CH:28][C:27]=1[F:36])[CH2:7][CH2:8][C@H:9](OS(C)(=O)=O)[C:10]1[CH:15]=[C:14]([N+:16]([O-:18])=[O:17])[C:13]([Cl:19])=[CH:12][C:11]=1[F:20])(=O)=O.[F:37][C:38]1[CH:39]=[C:40]([CH:42]=[C:43]([F:51])[C:44]=1[N:45]1[CH2:50][CH2:49][CH2:48][CH2:47][CH2:46]1)[NH2:41].CCN(C(C)C)C(C)C, predict the reaction product. The product is: [Cl:19][C:13]1[C:14]([N+:16]([O-:18])=[O:17])=[CH:15][C:10]([C@H:9]2[CH2:8][CH2:7][C@H:6]([C:26]3[CH:31]=[C:30]([N+:32]([O-:34])=[O:33])[C:29]([Cl:35])=[CH:28][C:27]=3[F:36])[N:41]2[C:40]2[CH:39]=[C:38]([F:37])[C:44]([N:45]3[CH2:46][CH2:47][CH2:48][CH2:49][CH2:50]3)=[C:43]([F:51])[CH:42]=2)=[C:11]([F:20])[CH:12]=1. (2) Given the reactants Br.[NH2:2][CH2:3][CH2:4][Br:5].[C:6](O[C:6]([O:8][C:9]([CH3:12])([CH3:11])[CH3:10])=[O:7])([O:8][C:9]([CH3:12])([CH3:11])[CH3:10])=[O:7].CCOCC.C(=O)([O-])O.[Na+], predict the reaction product. The product is: [C:9]([O:8][C:6]([NH:2][CH2:3][CH2:4][Br:5])=[O:7])([CH3:12])([CH3:11])[CH3:10]. (3) Given the reactants [Si]([O:8][CH2:9][CH2:10][CH2:11][CH2:12]/[C:13](/[C:24]([O:26][CH3:27])=[O:25])=[C:14](/[C:20]([O:22][CH3:23])=[O:21])\[CH2:15][C:16]([O:18][CH3:19])=[O:17])(C(C)(C)C)(C)C.C([O-])(O)=O.[Na+].C(Cl)Cl, predict the reaction product. The product is: [OH:8][CH2:9][CH2:10][CH2:11][CH2:12]/[C:13](/[C:24]([O:26][CH3:27])=[O:25])=[C:14](/[C:20]([O:22][CH3:23])=[O:21])\[CH2:15][C:16]([O:18][CH3:19])=[O:17]. (4) Given the reactants [CH:1]1([N:4]2[C:8]([CH:9]3[CH2:14][CH2:13][N:12](C(OC(C)(C)C)=O)[CH2:11][CH2:10]3)=[N:7][N:6]=[N:5]2)[CH2:3][CH2:2]1, predict the reaction product. The product is: [CH:1]1([N:4]2[C:8]([CH:9]3[CH2:14][CH2:13][NH:12][CH2:11][CH2:10]3)=[N:7][N:6]=[N:5]2)[CH2:3][CH2:2]1.